Dataset: Peptide-MHC class II binding affinity with 134,281 pairs from IEDB. Task: Regression. Given a peptide amino acid sequence and an MHC pseudo amino acid sequence, predict their binding affinity value. This is MHC class II binding data. (1) The peptide sequence is AETCPIFYDVFFAVA. The MHC is DRB1_1602 with pseudo-sequence DRB1_1602. The binding affinity (normalized) is 0.347. (2) The peptide sequence is PQVKYAVFEAALTKA. The MHC is HLA-DQA10102-DQB10602 with pseudo-sequence HLA-DQA10102-DQB10602. The binding affinity (normalized) is 0.464. (3) The peptide sequence is SQDLELSWNLNPLQAY. The MHC is HLA-DQA10301-DQB10302 with pseudo-sequence HLA-DQA10301-DQB10302. The binding affinity (normalized) is 0.419.